Dataset: hERG Central: cardiac toxicity at 1µM, 10µM, and general inhibition. Task: Predict hERG channel inhibition at various concentrations. (1) The molecule is NC(=O)C1CCN(C2=C(NS(=O)(=O)c3ccc(Br)cc3)C(=O)c3ccccc3C2=O)CC1. Results: hERG_inhib (hERG inhibition (general)): blocker. (2) The drug is COc1ccc(S(=O)(=O)N2CCN(Cc3cccc([N+](=O)[O-])c3)CC2)cc1. Results: hERG_inhib (hERG inhibition (general)): blocker.